Task: Predict the reactants needed to synthesize the given product.. Dataset: Full USPTO retrosynthesis dataset with 1.9M reactions from patents (1976-2016) Given the product [C:68]([C:67]1[CH:70]=[CH:71][C:64]([NH:63][C:30]([C@@H:20]2[NH:19][C@@H:18]([CH2:33][C:34]([CH3:37])([CH3:35])[CH3:36])[C@:17]3([C:12]4[C:13](=[CH:14][C:9]([Cl:8])=[CH:10][CH:11]=4)[NH:15][C:16]3=[O:38])[C@H:21]2[C:22]2[CH:27]=[CH:26][CH:25]=[C:24]([Cl:28])[C:23]=2[F:29])=[O:31])=[CH:65][CH:66]=1)#[N:69], predict the reactants needed to synthesize it. The reactants are: FC(F)(F)C(O)=O.[Cl:8][C:9]1[CH:14]=[C:13]2[NH:15][C:16](=[O:38])[C@:17]3([C@@H:21]([C:22]4[CH:27]=[CH:26][CH:25]=[C:24]([Cl:28])[C:23]=4[F:29])[C@H:20]([C:30](O)=[O:31])[NH:19][C@H:18]3[CH2:33][C:34]([CH3:37])([CH3:36])[CH3:35])[C:12]2=[CH:11][CH:10]=1.C(N(C(C)C)CC)(C)C.C1(P(Cl)(C2C=CC=CC=2)=O)C=CC=CC=1.[NH2:63][C:64]1[CH:71]=[CH:70][C:67]([C:68]#[N:69])=[CH:66][CH:65]=1.